From a dataset of Reaction yield outcomes from USPTO patents with 853,638 reactions. Predict the reaction yield, written as a fraction of the theoretical maximum amount of product (1.0 means a 100% yield; for example, 0.34 means a 34% yield). (1) The reactants are C(OC([N:8]1[CH2:13][CH2:12][N:11]([CH2:14][C:15]2[CH:20]=[CH:19][CH:18]=[C:17]([C:21]3[CH:30]=[CH:29][C:28]4[C:23](=[C:24]([NH:31][C:32]([C:34]5[N:35]=[CH:36][S:37][CH:38]=5)=[O:33])[CH:25]=[CH:26][CH:27]=4)[N:22]=3)[CH:16]=2)[CH2:10][CH2:9]1)=O)(C)(C)C.C(O)(C(F)(F)F)=O.C(Cl)[Cl:47]. No catalyst specified. The product is [ClH:47].[N:11]1([CH2:14][C:15]2[CH:16]=[C:17]([C:21]3[CH:30]=[CH:29][C:28]4[C:23](=[C:24]([NH:31][C:32]([C:34]5[N:35]=[CH:36][S:37][CH:38]=5)=[O:33])[CH:25]=[CH:26][CH:27]=4)[N:22]=3)[CH:18]=[CH:19][CH:20]=2)[CH2:10][CH2:9][NH:8][CH2:13][CH2:12]1. The yield is 0.320. (2) The reactants are [Cl:1][C:2]1[CH:35]=[CH:34][C:5]([CH2:6][S:7][C:8]2[N:13]=[N:12][C:11]([O:14]CC3C=CC(OC)=CC=3)=[C:10]([O:24]CC3C=CC(OC)=CC=3)[CH:9]=2)=[CH:4][CH:3]=1.Cl.O1CCOCC1. The catalyst is CO. The product is [Cl:1][C:2]1[CH:3]=[CH:4][C:5]([CH2:6][S:7][C:8]2[CH:9]=[C:10]([OH:24])[C:11](=[O:14])[NH:12][N:13]=2)=[CH:34][CH:35]=1. The yield is 0.550. (3) The reactants are [N+:1]([C:4]1[CH:9]=[CH:8][C:7]([C:10]2[NH:14][N:13]=[N:12][N:11]=2)=[CH:6][CH:5]=1)([O-])=O.C(O)C. The catalyst is [Pd].C(OCC)(=O)C. The product is [NH:14]1[C:10]([C:7]2[CH:8]=[CH:9][C:4]([NH2:1])=[CH:5][CH:6]=2)=[N:11][N:12]=[N:13]1. The yield is 1.00. (4) The reactants are Cl[C:2]1[C:3]([O:5][CH2:6][C:7]=1[C:8]1[CH:13]=[CH:12][C:11]([S:14]([CH3:17])(=[O:16])=[O:15])=[CH:10][CH:9]=1)=[O:4].[C:18]1(B(O)O)[CH:23]=[CH:22][CH:21]=[CH:20][CH:19]=1.[F-].[Cs+]. The catalyst is Cl[Pd](Cl)([P](C1C=CC=CC=1)(C1C=CC=CC=1)C1C=CC=CC=1)[P](C1C=CC=CC=1)(C1C=CC=CC=1)C1C=CC=CC=1. The product is [CH3:17][S:14]([C:11]1[CH:12]=[CH:13][C:8]([C:7]2[CH2:6][O:5][C:3](=[O:4])[C:2]=2[C:18]2[CH:23]=[CH:22][CH:21]=[CH:20][CH:19]=2)=[CH:9][CH:10]=1)(=[O:16])=[O:15]. The yield is 0.740. (5) The reactants are [F:1][C:2]1[CH:3]=[C:4]([C:8]2[C:12]([C:13]3[N:14]=[CH:15][NH:16][CH:17]=3)=[C:11]([CH3:18])[O:10][N:9]=2)[CH:5]=[CH:6][CH:7]=1.[CH2:19]([O:21][C:22]([C:24]1[CH:25]=[C:26](B(O)O)[CH:27]=[CH:28][CH:29]=1)=[O:23])[CH3:20].C(OCC)(=O)C. The catalyst is CCCCCC. The product is [CH2:19]([O:21][C:22](=[O:23])[C:24]1[CH:25]=[CH:26][CH:27]=[C:28]([N:14]2[C:13]([C:12]3[C:8]([C:4]4[CH:5]=[CH:6][CH:7]=[C:2]([F:1])[CH:3]=4)=[N:9][O:10][C:11]=3[CH3:18])=[CH:17][N:16]=[CH:15]2)[CH:29]=1)[CH3:20]. The yield is 0.320. (6) The reactants are [CH3:1][Si:2]([CH3:20])([CH3:19])[CH2:3][CH2:4][S:5]([N:8]1[C:16]2[C:11](=[CH:12][C:13]([CH2:17][OH:18])=[CH:14][CH:15]=2)[CH:10]=[CH:9]1)(=[O:7])=[O:6]. The catalyst is C(Cl)Cl.[O-2].[O-2].[Mn+4]. The product is [CH3:1][Si:2]([CH3:20])([CH3:19])[CH2:3][CH2:4][S:5]([N:8]1[C:16]2[C:11](=[CH:12][C:13]([CH:17]=[O:18])=[CH:14][CH:15]=2)[CH:10]=[CH:9]1)(=[O:7])=[O:6]. The yield is 0.800. (7) The reactants are Cl[CH2:2][CH2:3][CH2:4][N:5]1[C:10]2[CH:11]=[CH:12][C:13]([F:16])=[C:14]([F:15])[C:9]=2[O:8][CH2:7][C:6]1=[O:17].C([O-])([O-])=O.[K+].[K+].[Na+].[I-].[CH2:26]([CH:30]1[CH2:35][CH2:34][NH:33][CH2:32][CH2:31]1)[CH2:27][CH2:28][CH3:29]. The catalyst is CCCCCCC.CCOC(C)=O. The product is [CH2:26]([CH:30]1[CH2:35][CH2:34][N:33]([CH2:2][CH2:3][CH2:4][N:5]2[C:10]3[CH:11]=[CH:12][C:13]([F:16])=[C:14]([F:15])[C:9]=3[O:8][CH2:7][C:6]2=[O:17])[CH2:32][CH2:31]1)[CH2:27][CH2:28][CH3:29]. The yield is 0.650. (8) The reactants are Br[C:2]1[CH:3]=[C:4]([N+:19]([O-:21])=[O:20])[C:5]2[N:9]=[C:8]([CH3:10])[N:7]([CH2:11][C:12]3[CH:17]=[CH:16][CH:15]=[CH:14][CH:13]=3)[C:6]=2[CH:18]=1.[NH:22]1[CH2:27][CH2:26][O:25][CH2:24][CH2:23]1.C([O-])([O-])=O.[Cs+].[Cs+].CC(C1C=C(C(C)C)C(C2C=CC=CC=2P(C2CCCCC2)C2CCCCC2)=C(C(C)C)C=1)C. The catalyst is O1CCOCC1.C1C=CC(/C=C/C(/C=C/C2C=CC=CC=2)=O)=CC=1.C1C=CC(/C=C/C(/C=C/C2C=CC=CC=2)=O)=CC=1.[Pd]. The product is [CH3:10][C:8]1[N:7]([CH2:11][C:12]2[CH:17]=[CH:16][CH:15]=[CH:14][CH:13]=2)[C:6]2[CH:18]=[C:2]([N:22]3[CH2:27][CH2:26][O:25][CH2:24][CH2:23]3)[CH:3]=[C:4]([N+:19]([O-:21])=[O:20])[C:5]=2[N:9]=1. The yield is 0.600.